This data is from Reaction yield outcomes from USPTO patents with 853,638 reactions. The task is: Predict the reaction yield, written as a fraction of the theoretical maximum amount of product (1.0 means a 100% yield; for example, 0.34 means a 34% yield). (1) The yield is 0.560. The reactants are [CH2:1]([O:3][C:4]1[CH:5]=[C:6]([CH:9]=[CH:10][C:11]=1[O:12][CH3:13])[CH:7]=[O:8])[CH3:2].Br[C:15]1[CH:24]=[CH:23][C:18]2[O:19][CH2:20][CH2:21][O:22][C:17]=2[CH:16]=1.C([Li])CCC.O1C2C=CC(C(C3C=C(OC)C=C(OC)C=3)O)=CC=2OCC1. No catalyst specified. The product is [O:19]1[C:18]2[CH:23]=[CH:24][C:15]([CH:7]([C:6]3[CH:9]=[CH:10][C:11]([O:12][CH3:13])=[C:4]([O:3][CH2:1][CH3:2])[CH:5]=3)[OH:8])=[CH:16][C:17]=2[O:22][CH2:21][CH2:20]1. (2) The reactants are C(ON=O)CC(C)C.N[C:10]1[C:14]([C:15]([O:17][CH2:18][CH3:19])=[O:16])=[CH:13][NH:12][N:11]=1.[I:20]CI. The catalyst is S([O-])([O-])=O.[Na+].[Na+]. The product is [I:20][C:10]1[C:14]([C:15]([O:17][CH2:18][CH3:19])=[O:16])=[CH:13][NH:12][N:11]=1. The yield is 0.660.